Predict which catalyst facilitates the given reaction. From a dataset of Catalyst prediction with 721,799 reactions and 888 catalyst types from USPTO. (1) Reactant: [CH3:1][C:2]1[CH:3]=[C:4]([CH3:12])[C:5]2[O:9][C:8](=[O:10])[NH:7][C:6]=2[CH:11]=1.[H-].[Na+].Br[CH2:16][C:17]([O:19][C:20]([CH3:23])([CH3:22])[CH3:21])=[O:18]. Product: [CH3:1][C:2]1[CH:3]=[C:4]([CH3:12])[C:5]2[O:9][C:8](=[O:10])[N:7]([CH2:16][C:17]([O:19][C:20]([CH3:23])([CH3:22])[CH3:21])=[O:18])[C:6]=2[CH:11]=1. The catalyst class is: 3. (2) Reactant: [C:1]([C@@H:4]([NH:20][C@@H](CC(C)C)C(O)=O)[CH2:5][CH2:6][C:7](=[O:19])[NH:8][C:9]1[S:10][C:11]2[CH:17]=[C:16](F)[CH:15]=[CH:14][C:12]=2[N:13]=1)([OH:3])=[O:2].[OH2:29].O.[OH-].[Li+]. Product: [NH2:8][C:9]1[S:10][C:11]2[CH:17]=[CH:16][CH:15]=[CH:14][C:12]=2[N:13]=1.[NH2:20][C@H:4]([C:1]([OH:3])=[O:2])[CH2:5][CH2:6][C:7]([OH:19])=[O:29]. The catalyst class is: 83. (3) Reactant: C(N(CC)CC)C.[CH3:8][NH:9][C@@H:10]1[C:15]2[CH:16]=[CH:17][CH:18]=[CH:19][C:14]=2[C@H:13]([C:20]2[CH:21]=[CH:22][C:23]([Cl:27])=[C:24]([Cl:26])[CH:25]=2)[CH2:12][CH2:11]1.Br[CH2:29][C:30]([O:32][CH3:33])=[O:31]. Product: [Cl:26][C:24]1[CH:25]=[C:20]([C@H:13]2[C:14]3[C:15](=[CH:16][CH:17]=[CH:18][CH:19]=3)[C@@H:10]([N:9]([CH3:8])[CH2:29][C:30]([O:32][CH3:33])=[O:31])[CH2:11][CH2:12]2)[CH:21]=[CH:22][C:23]=1[Cl:27]. The catalyst class is: 2. (4) Reactant: [C:1]1(C)[CH:6]=[CH:5][C:4]([O:7][CH2:8][C:9]([Cl:11])=[O:10])=[CH:3][CH:2]=1.[CH2:13](C(OC1C=CC=CC=1C)C(O)=O)C.O=S(Cl)Cl. Product: [C:3]1([CH3:13])[CH:2]=[CH:1][CH:6]=[CH:5][C:4]=1[O:7][CH2:8][C:9]([Cl:11])=[O:10]. The catalyst class is: 48. (5) The catalyst class is: 720. Reactant: CCN(C(C)C)C(C)C.C1(P(C2C=CC=CC=2)C2C3OC4C(=CC=CC=4P(C4C=CC=CC=4)C4C=CC=CC=4)C(C)(C)C=3C=CC=2)C=CC=CC=1.Br[C:53]1[CH:58]=[C:57]([Cl:59])[CH:56]=[C:55]([O:60][CH3:61])[C:54]=1[Cl:62].[CH3:63][O:64][C:65]1[CH:70]=[CH:69][C:68]([CH2:71][SH:72])=[CH:67][CH:66]=1. Product: [Cl:62][C:54]1[C:53]([S:72][CH2:71][C:68]2[CH:69]=[CH:70][C:65]([O:64][CH3:63])=[CH:66][CH:67]=2)=[CH:58][C:57]([Cl:59])=[CH:56][C:55]=1[O:60][CH3:61]. (6) Reactant: [Cl:1][C:2]1[CH:11]=[C:10]2[C:5]([CH:6]=[CH:7][CH:8]=[N:9]2)=[CH:4][C:3]=1[O:12][CH3:13].[I:14]N1C(=O)CCC1=O.[OH-].[Na+]. Product: [Cl:1][C:2]1[CH:11]=[C:10]2[C:5]([CH:6]=[CH:7][CH:8]=[N:9]2)=[C:4]([I:14])[C:3]=1[O:12][CH3:13]. The catalyst class is: 65. (7) Reactant: [Cl:1][C:2]1[CH:7]=[CH:6][C:5]([C:8]([N:16]2[C:24]3[C:19](=[C:20]([NH:25][S:26]([CH3:29])(=[O:28])=[O:27])[CH:21]=[CH:22][CH:23]=3)[CH:18]=[CH:17]2)([CH2:14][CH3:15])[CH2:9][C:10](OC)=[O:11])=[CH:4][CH:3]=1.[H-].[H-].[H-].[H-].[Li+].[Al+3]. Product: [Cl:1][C:2]1[CH:7]=[CH:6][C:5]([C:8]([N:16]2[C:24]3[C:19](=[C:20]([NH:25][S:26]([CH3:29])(=[O:27])=[O:28])[CH:21]=[CH:22][CH:23]=3)[CH:18]=[CH:17]2)([CH2:14][CH3:15])[CH2:9][CH2:10][OH:11])=[CH:4][CH:3]=1. The catalyst class is: 1.